Dataset: Full USPTO retrosynthesis dataset with 1.9M reactions from patents (1976-2016). Task: Predict the reactants needed to synthesize the given product. Given the product [CH2:49]([C@@H:56]1[CH2:60][O:59][C:58](=[O:61])[N:57]1[C:17](=[O:18])[CH:16]([C:6]1[CH:7]=[CH:8][C:9]([S:10]([CH:13]2[CH2:15][CH2:14]2)(=[O:12])=[O:11])=[C:4]([CH:1]2[CH2:2][CH2:3]2)[CH:5]=1)[CH2:20][C@H:21]1[CH2:41][CH2:40][C:23]2([O:27][C@H:26]([C:28]3[CH:29]=[CH:30][CH:31]=[CH:32][CH:33]=3)[C@@H:25]([C:34]3[CH:39]=[CH:38][CH:37]=[CH:36][CH:35]=3)[O:24]2)[CH2:22]1)[C:50]1[CH:51]=[CH:52][CH:53]=[CH:54][CH:55]=1, predict the reactants needed to synthesize it. The reactants are: [CH:1]1([C:4]2[CH:5]=[C:6]([CH:16]([CH2:20][C@H:21]3[CH2:41][CH2:40][C:23]4([O:27][C@H:26]([C:28]5[CH:33]=[CH:32][CH:31]=[CH:30][CH:29]=5)[C@@H:25]([C:34]5[CH:39]=[CH:38][CH:37]=[CH:36][CH:35]=5)[O:24]4)[CH2:22]3)[C:17](O)=[O:18])[CH:7]=[CH:8][C:9]=2[S:10]([CH:13]2[CH2:15][CH2:14]2)(=[O:12])=[O:11])[CH2:3][CH2:2]1.CC(C)(C)C(Cl)=O.[CH2:49]([C@@H:56]1[CH2:60][O:59][C:58](=[O:61])[NH:57]1)[C:50]1[CH:55]=[CH:54][CH:53]=[CH:52][CH:51]=1.C([Li])CCC.CCCCCC.[OH-].[Na+].